This data is from Forward reaction prediction with 1.9M reactions from USPTO patents (1976-2016). The task is: Predict the product of the given reaction. Given the reactants [S:1]1[CH2:5][CH2:4][CH2:3][CH2:2]1.[CH2:6]([Br:15])[C:7]([C:9]1[CH:14]=[CH:13][CH:12]=[CH:11][CH:10]=1)=[O:8].C(OCC)(=O)C, predict the reaction product. The product is: [Br-:15].[CH2:6]([C:2]1[SH+:1][CH:5]=[CH:4][CH:3]=1)[C:7]([C:9]1[CH:14]=[CH:13][CH:12]=[CH:11][CH:10]=1)=[O:8].